Dataset: Forward reaction prediction with 1.9M reactions from USPTO patents (1976-2016). Task: Predict the product of the given reaction. (1) The product is: [NH2:7][CH2:8][CH2:9][CH2:10][O:11][C:12]1[CH:17]=[CH:16][C:15]([C:18]2[N:22]3[N:23]=[C:24]([C:27]4[CH:32]=[C:31]([C:33]([F:35])([F:34])[F:36])[C:30]([NH2:37])=[N:29][CH:28]=4)[CH:25]=[CH:26][C:21]3=[N:20][CH:19]=2)=[CH:14][C:13]=1[O:38][CH3:39]. Given the reactants C(OC(=O)[NH:7][CH2:8][CH2:9][CH2:10][O:11][C:12]1[CH:17]=[CH:16][C:15]([C:18]2[N:22]3[N:23]=[C:24]([C:27]4[CH:28]=[N:29][C:30]([NH2:37])=[C:31]([C:33]([F:36])([F:35])[F:34])[CH:32]=4)[CH:25]=[CH:26][C:21]3=[N:20][CH:19]=2)=[CH:14][C:13]=1[O:38][CH3:39])(C)(C)C.C([O-])(O)=O.[Na+], predict the reaction product. (2) Given the reactants [N:1]1([C:5]2[CH:10]=[C:9]([Cl:11])[N:8]=[C:7](S(C)(=O)=O)[N:6]=2)[CH2:4][CH2:3][CH2:2]1.[CH:16]1([Mg]Br)[CH2:18][CH2:17]1.[Cl-].[NH4+], predict the reaction product. The product is: [N:1]1([C:5]2[CH:10]=[C:9]([Cl:11])[N:8]=[C:7]([CH:16]3[CH2:18][CH2:17]3)[N:6]=2)[CH2:4][CH2:3][CH2:2]1. (3) The product is: [Cl:8][C:5]1[CH:4]=[C:3]([OH:9])[C:2]([Cl:1])=[CH:7][C:6]=1[S:11]([Cl:10])(=[O:13])=[O:12]. Given the reactants [Cl:1][C:2]1[CH:7]=[CH:6][C:5]([Cl:8])=[CH:4][C:3]=1[OH:9].[Cl:10][S:11](O)(=[O:13])=[O:12], predict the reaction product. (4) Given the reactants Cl[C:2]1[C:12]([C:13]#[N:14])=[CH:11][C:5]([C:6]([O:8][CH2:9][CH3:10])=[O:7])=[C:4]([CH:15]([CH3:17])[CH3:16])[N:3]=1.Cl.[Cl:19][C:20]1[S:24][C:23]([S:25]([NH:28][C:29]([CH:31]2[CH2:36][CH2:35][NH:34][CH2:33][CH2:32]2)=[O:30])(=[O:27])=[O:26])=[CH:22][CH:21]=1.CCN(C(C)C)C(C)C, predict the reaction product. The product is: [Cl:19][C:20]1[S:24][C:23]([S:25]([NH:28][C:29]([CH:31]2[CH2:36][CH2:35][N:34]([C:2]3[C:12]([C:13]#[N:14])=[CH:11][C:5]([C:6]([O:8][CH2:9][CH3:10])=[O:7])=[C:4]([CH:15]([CH3:17])[CH3:16])[N:3]=3)[CH2:33][CH2:32]2)=[O:30])(=[O:26])=[O:27])=[CH:22][CH:21]=1. (5) Given the reactants Cl[C:2]1[C:11]2[C:6](=[C:7]([I:13])[C:8]([CH3:12])=[CH:9][CH:10]=2)[N:5]=[C:4]([CH3:14])[N:3]=1.[F:15][C:16]([F:26])([F:25])[O:17][C:18]1[CH:19]=[C:20]([NH2:24])[CH:21]=[CH:22][CH:23]=1, predict the reaction product. The product is: [I:13][C:7]1[C:8]([CH3:12])=[CH:9][CH:10]=[C:11]2[C:6]=1[N:5]=[C:4]([CH3:14])[N:3]=[C:2]2[NH:24][C:20]1[CH:21]=[CH:22][CH:23]=[C:18]([O:17][C:16]([F:15])([F:25])[F:26])[CH:19]=1.